This data is from Full USPTO retrosynthesis dataset with 1.9M reactions from patents (1976-2016). The task is: Predict the reactants needed to synthesize the given product. (1) The reactants are: [F:1][C:2]1[CH:7]=[C:6]([F:8])[C:5]([F:9])=[CH:4][C:3]=1[CH2:10][C:11](=O)[CH2:12][C:13]([O:15][CH3:16])=[O:14].C([O-])(=O)C.[NH4+:22]. Given the product [CH3:16][O:15][C:13](=[O:14])/[CH:12]=[C:11](\[NH2:22])/[CH2:10][C:3]1[CH:4]=[C:5]([F:9])[C:6]([F:8])=[CH:7][C:2]=1[F:1], predict the reactants needed to synthesize it. (2) Given the product [CH2:6]([N:5]([CH2:13][C:14]1[CH:19]=[CH:18][CH:17]=[CH:16][CH:15]=1)[CH2:4][CH2:3][N:20]1[CH:24]=[CH:23][N:22]=[N:21]1)[C:7]1[CH:12]=[CH:11][CH:10]=[CH:9][CH:8]=1, predict the reactants needed to synthesize it. The reactants are: Cl.Cl[CH2:3][CH2:4][N:5]([CH2:13][C:14]1[CH:19]=[CH:18][CH:17]=[CH:16][CH:15]=1)[CH2:6][C:7]1[CH:12]=[CH:11][CH:10]=[CH:9][CH:8]=1.[NH:20]1[CH:24]=[CH:23][N:22]=[N:21]1.[Li+].[Cl-].CC([O-])(C)C.[Na+].